Dataset: Full USPTO retrosynthesis dataset with 1.9M reactions from patents (1976-2016). Task: Predict the reactants needed to synthesize the given product. (1) Given the product [F:1][C:2]1[CH:32]=[CH:31][C:5]([CH2:6][NH:7][C:8]([C:10]2[N:11]=[C:12]3[N:17]([C:18](=[O:28])[C:19]=2[O:20][CH2:21][C:22]2[CH:27]=[CH:26][CH:25]=[CH:24][CH:23]=2)[CH2:16][CH2:15][O:14][C:13]3([CH3:30])[CH3:29])=[O:9])=[C:4]([C:39]2[N:35]([CH3:34])[N:36]=[CH:37][CH:38]=2)[CH:3]=1, predict the reactants needed to synthesize it. The reactants are: [F:1][C:2]1[CH:32]=[CH:31][C:5]([CH2:6][NH:7][C:8]([C:10]2[N:11]=[C:12]3[N:17]([C:18](=[O:28])[C:19]=2[O:20][CH2:21][C:22]2[CH:27]=[CH:26][CH:25]=[CH:24][CH:23]=2)[CH2:16][CH2:15][O:14][C:13]3([CH3:30])[CH3:29])=[O:9])=[C:4](I)[CH:3]=1.[CH3:34][N:35]1[C:39](B2OC(C)(C)C(C)(C)O2)=[CH:38][CH:37]=[N:36]1.C(=O)([O-])[O-].[Na+].[Na+]. (2) Given the product [OH:7][CH2:6][C:5]([NH:4][C:1](=[O:3])[CH3:2])([CH2:11][OH:12])[CH2:16][CH:17]([OH:18])[C:19]1[CH:24]=[CH:23][C:22]([O:25][C:26]2[CH:31]=[CH:30][C:29]([C:32]3[N:33]=[C:34]([CH:37]([CH3:38])[CH3:39])[O:35][CH:36]=3)=[CH:28][CH:27]=2)=[CH:21][CH:20]=1, predict the reactants needed to synthesize it. The reactants are: [C:1]([NH:4][C:5]([CH2:16][C:17]([C:19]1[CH:24]=[CH:23][C:22]([O:25][C:26]2[CH:31]=[CH:30][C:29]([C:32]3[N:33]=[C:34]([CH:37]([CH3:39])[CH3:38])[O:35][CH:36]=3)=[CH:28][CH:27]=2)=[CH:21][CH:20]=1)=[O:18])([C:11](OCC)=[O:12])[C:6](OCC)=[O:7])(=[O:3])[CH3:2].OP([O-])([O-])=O.[K+].[K+].[BH4-].[Na+].[OH-].[Na+]. (3) The reactants are: [Cl:1][C:2]1[CH:7]=[CH:6][CH:5]=[CH:4][C:3]=1[C:8]([N:10]1[CH2:15][CH2:14][NH:13][C:12](=[O:16])[CH2:11]1)=[O:9].F[B-](F)(F)F.[CH2:22]([O+](CC)CC)[CH3:23]. Given the product [Cl:1][C:2]1[CH:7]=[CH:6][CH:5]=[CH:4][C:3]=1[C:8]([N:10]1[CH2:15][CH2:14][NH:13][CH:12]([O:16][CH2:22][CH3:23])[CH2:11]1)=[O:9], predict the reactants needed to synthesize it. (4) Given the product [CH2:14]([C:1]1[CH:2]=[CH:3][C:8]([CH2:7][CH:10]2[CH2:11][NH:12][CH2:13]2)=[CH:9][CH:4]=1)[CH2:16][CH3:17], predict the reactants needed to synthesize it. The reactants are: [CH2:1]([C:4]1[CH:9]=[CH:8][C:7]([CH:10]2[CH2:13][NH:12][CH2:11]2)=CC=1)[CH2:2][CH3:3].[CH:14]([CH:16]1CN(C(OC(C)(C)C)=O)[CH2:17]1)=O.C(C1C=CC(B(O)O)=CC=1)CC. (5) Given the product [F:3][C:4]1[CH:29]=[CH:28][CH:27]=[CH:26][C:5]=1[CH2:6][N:7]1[C:11]2=[N:12][CH:13]=[CH:14][CH:15]=[C:10]2[C:9]([C:16]2[N:17]=[CH:18][C:19]3[C:23](=[O:24])[NH:25][CH:30]=[CH:22][C:20]=3[N:21]=2)=[N:8]1, predict the reactants needed to synthesize it. The reactants are: [H-].[Na+].[F:3][C:4]1[CH:29]=[CH:28][CH:27]=[CH:26][C:5]=1[CH2:6][N:7]1[C:11]2=[N:12][CH:13]=[CH:14][CH:15]=[C:10]2[C:9]([C:16]2[N:21]=[C:20]([CH3:22])[C:19]([C:23]([NH2:25])=[O:24])=[CH:18][N:17]=2)=[N:8]1.[CH3:30]N(C)C=O. (6) The reactants are: C([O:3][C:4](=[O:31])[C:5]([O:8][C:9]1[CH:14]=[CH:13][C:12]([CH2:15][CH2:16][CH2:17][C:18]2[NH:22][C:21](=[O:23])[N:20]([CH2:24][C:25]3[CH:30]=[CH:29][CH:28]=[CH:27][CH:26]=3)[N:19]=2)=[CH:11][CH:10]=1)([CH3:7])[CH3:6])C.[OH-].[Na+]. Given the product [C:25]1([CH2:24][N:20]2[C:21](=[O:23])[NH:22][C:18]([CH2:17][CH2:16][CH2:15][C:12]3[CH:11]=[CH:10][C:9]([O:8][C:5]([CH3:7])([CH3:6])[C:4]([OH:31])=[O:3])=[CH:14][CH:13]=3)=[N:19]2)[CH:26]=[CH:27][CH:28]=[CH:29][CH:30]=1, predict the reactants needed to synthesize it. (7) Given the product [Cl:3][C:4]1[CH:5]=[CH:6][C:7]([NH:10][C:11](=[O:18])[C@@H:12]([O:17][C:20]2[C:21]3[CH:28]=[N:27][N:26]([C:29]4[CH:34]=[CH:33][N:32]=[CH:31][C:30]=4[CH3:35])[C:22]=3[N:23]=[CH:24][N:25]=2)[CH2:13][O:14][CH2:15][CH3:16])=[N:8][CH:9]=1, predict the reactants needed to synthesize it. The reactants are: [H-].[Na+].[Cl:3][C:4]1[CH:5]=[CH:6][C:7]([NH:10][C:11](=[O:18])[C@@H:12]([OH:17])[CH2:13][O:14][CH2:15][CH3:16])=[N:8][CH:9]=1.Cl[C:20]1[N:25]=[CH:24][N:23]=[C:22]2[N:26]([C:29]3[CH:34]=[CH:33][N:32]=[CH:31][C:30]=3[CH3:35])[N:27]=[CH:28][C:21]=12.C(O)(=O)CC(CC(O)=O)(C(O)=O)O. (8) Given the product [NH2:16][C:7]1[C:8]([NH:12][C:13](=[O:15])[CH3:14])=[C:9]2[C:4](=[CH:5][CH:6]=1)[C:3](=[O:19])[C:2]([OH:1])([C:20]1[CH:25]=[CH:24][C:23]([CH:26]([CH3:27])[CH3:28])=[CH:22][C:21]=1[O:29][CH3:30])[C:10]2=[O:11], predict the reactants needed to synthesize it. The reactants are: [OH:1][C:2]1([C:20]2[CH:25]=[CH:24][C:23]([CH:26]([CH3:28])[CH3:27])=[CH:22][C:21]=2[O:29][CH3:30])[C:10](=[O:11])[C:9]2[C:4](=[CH:5][CH:6]=[C:7]([N+:16]([O-])=O)[C:8]=2[NH:12][C:13](=[O:15])[CH3:14])[C:3]1=[O:19].Cl.O. (9) The reactants are: [F:1][C:2]([F:33])([F:32])[C:3]1[CH:4]=[C:5]([CH:25]=[C:26]([C:28]([F:31])([F:30])[F:29])[CH:27]=1)[CH2:6][N:7]([CH3:24])[C:8](=[O:23])[C:9]1[C:14]([C:15]2[CH:20]=[CH:19][CH:18]=[CH:17][C:16]=2[CH3:21])=[CH:13][C:12]([OH:22])=[N:11][CH:10]=1.[CH2:34](Br)[C:35]1[CH:40]=[CH:39][CH:38]=[CH:37][CH:36]=1. Given the product [CH2:34]([O:22][C:12]1[CH:13]=[C:14]([C:15]2[CH:20]=[CH:19][CH:18]=[CH:17][C:16]=2[CH3:21])[C:9]([C:8]([N:7]([CH2:6][C:5]2[CH:4]=[C:3]([C:2]([F:32])([F:1])[F:33])[CH:27]=[C:26]([C:28]([F:31])([F:30])[F:29])[CH:25]=2)[CH3:24])=[O:23])=[CH:10][N:11]=1)[C:35]1[CH:40]=[CH:39][CH:38]=[CH:37][CH:36]=1, predict the reactants needed to synthesize it.